This data is from NCI-60 drug combinations with 297,098 pairs across 59 cell lines. The task is: Regression. Given two drug SMILES strings and cell line genomic features, predict the synergy score measuring deviation from expected non-interaction effect. Drug 1: CN1C2=C(C=C(C=C2)N(CCCl)CCCl)N=C1CCCC(=O)O.Cl. Drug 2: CC(C)(C#N)C1=CC(=CC(=C1)CN2C=NC=N2)C(C)(C)C#N. Cell line: CAKI-1. Synergy scores: CSS=0.925, Synergy_ZIP=-1.87, Synergy_Bliss=-2.49, Synergy_Loewe=-3.94, Synergy_HSA=-3.93.